From a dataset of Full USPTO retrosynthesis dataset with 1.9M reactions from patents (1976-2016). Predict the reactants needed to synthesize the given product. (1) Given the product [C:30]([C:32]1[CH:33]=[C:34]([C:37]([NH:21][C@@H:19]([CH3:20])[C@H:18]([O:17][C:13]2[CH:12]=[C:11]3[C:16](=[CH:15][CH:14]=2)[N:8]([C:5]2[CH:4]=[CH:3][C:2]([F:1])=[CH:7][CH:6]=2)[N:9]=[CH:10]3)[C:22]2[CH:27]=[CH:26][CH:25]=[C:24]([O:28][CH3:29])[CH:23]=2)=[O:38])[S:35][CH:36]=1)#[N:31], predict the reactants needed to synthesize it. The reactants are: [F:1][C:2]1[CH:7]=[CH:6][C:5]([N:8]2[C:16]3[C:11](=[CH:12][C:13]([O:17][C@H:18]([C:22]4[CH:27]=[CH:26][CH:25]=[C:24]([O:28][CH3:29])[CH:23]=4)[C@@H:19]([NH2:21])[CH3:20])=[CH:14][CH:15]=3)[CH:10]=[N:9]2)=[CH:4][CH:3]=1.[C:30]([C:32]1[CH:33]=[C:34]([C:37](O)=[O:38])[S:35][CH:36]=1)#[N:31]. (2) Given the product [CH3:1][O:2][C:3](=[O:33])[C@@H:4]([NH:7][C:8](=[O:32])[C:9]1[CH:14]=[CH:13][C:12]([C:15]#[C:16]/[CH:17]=[CH:18]/[C:19]2[CH:24]=[CH:23][C:22]([CH2:25][N:26]3[CH2:31][CH2:30][O:29][CH2:28][CH2:27]3)=[CH:21][CH:20]=2)=[CH:11][CH:10]=1)[CH2:5][NH:36][CH3:35], predict the reactants needed to synthesize it. The reactants are: [CH3:1][O:2][C:3](=[O:33])[C@@H:4]([NH:7][C:8](=[O:32])[C:9]1[CH:14]=[CH:13][C:12]([C:15]#[C:16]/[CH:17]=[CH:18]/[C:19]2[CH:24]=[CH:23][C:22]([CH2:25][N:26]3[CH2:31][CH2:30][O:29][CH2:28][CH2:27]3)=[CH:21][CH:20]=2)=[CH:11][CH:10]=1)[CH2:5]O.C[CH2:35][N:36](C(C)C)C(C)C.CS(Cl)(=O)=O.CN.C1COCC1. (3) Given the product [CH2:1]([NH:8][C:9]1[C:14]([C:15]([OH:17])=[O:16])=[CH:13][N:12]=[C:11]([S:20][CH3:21])[N:10]=1)[C:2]1[CH:3]=[CH:4][CH:5]=[CH:6][CH:7]=1, predict the reactants needed to synthesize it. The reactants are: [CH2:1]([NH:8][C:9]1[C:14]([C:15]([O:17]CC)=[O:16])=[CH:13][N:12]=[C:11]([S:20][CH3:21])[N:10]=1)[C:2]1[CH:7]=[CH:6][CH:5]=[CH:4][CH:3]=1.C(C(CC)CNC1C(C(OC)=O)=CN=C(SC)N=1)C.